Task: Predict the reaction yield, written as a fraction of the theoretical maximum amount of product (1.0 means a 100% yield; for example, 0.34 means a 34% yield).. Dataset: Reaction yield outcomes from USPTO patents with 853,638 reactions (1) The reactants are [Br:1][C:2]1[CH:17]=[CH:16][C:5]2[N:6]=[C:7]([C:9](=[C:12](OC)[CH3:13])[C:10]#[N:11])[S:8][C:4]=2[CH:3]=1.O.[NH2:19][NH2:20]. The catalyst is CO. The product is [Br:1][C:2]1[CH:17]=[CH:16][C:5]2[N:6]=[C:7]([C:9]3[C:12]([CH3:13])=[N:20][NH:19][C:10]=3[NH2:11])[S:8][C:4]=2[CH:3]=1. The yield is 0.0500. (2) The reactants are Br[C:2]1[CH:3]=[C:4]([C:8]([O:10]C)=[O:9])[O:5][C:6]=1[CH3:7].[CH3:12][N:13]1[C:17](B2OC(C)(C)C(C)(C)O2)=[CH:16][CH:15]=[N:14]1.C(=O)([O-])[O-].[K+].[K+].[OH-].[Na+]. The catalyst is O1CCOCC1.O.CC(C)([P](C(C)(C)C)([Pd][P](C(C)(C)C)(C(C)(C)C)C(C)(C)C)C(C)(C)C)C. The product is [CH3:7][C:6]1[O:5][C:4]([C:8]([OH:10])=[O:9])=[CH:3][C:2]=1[C:17]1[N:13]([CH3:12])[N:14]=[CH:15][CH:16]=1. The yield is 0.850. (3) The reactants are C(OCCOCCl)(=O)C.[CH:10]([O:13][P:14]([O:19]C(C)C)[O:15][CH:16]([CH3:18])[CH3:17])([CH3:12])[CH3:11]. No catalyst specified. The product is [PH:14](=[O:19])([O:15][CH:16]([CH3:18])[CH3:17])[O:13][CH:10]([CH3:12])[CH3:11]. The yield is 0.470. (4) The reactants are [C:1]([O:5][C:6]([N:8]1[CH2:17][CH2:16][C:15]2[C:10](=[CH:11][CH:12]=[C:13]([OH:18])[CH:14]=2)[CH2:9]1)=[O:7])([CH3:4])([CH3:3])[CH3:2].C(=O)([O-])[O-].[Cs+].[Cs+].[C:25]([CH:29]1[CH2:34][CH2:33][CH:32](OS(C)(=O)=O)[CH2:31][CH2:30]1)([CH3:28])([CH3:27])[CH3:26].CC(=O)CC. The catalyst is CC(O)(C)C. The product is [C:1]([O:5][C:6]([N:8]1[CH2:17][CH2:16][C:15]2[C:10](=[CH:11][CH:12]=[C:13]([O:18][CH:32]3[CH2:33][CH2:34][CH:29]([C:25]([CH3:28])([CH3:27])[CH3:26])[CH2:30][CH2:31]3)[CH:14]=2)[CH2:9]1)=[O:7])([CH3:4])([CH3:2])[CH3:3]. The yield is 0.580. (5) The reactants are [NH:1]1[C:9]2[C:4](=[CH:5][CH:6]=[C:7]([C:10]([O:12][CH3:13])=[O:11])[CH:8]=2)[CH:3]=[CH:2]1.N1C2C(=CC=CC=2)C=[C:15]1C(OCC)=O. No catalyst specified. The product is [CH3:15][N:1]1[C:9]2[C:4](=[CH:5][CH:6]=[C:7]([C:10]([O:12][CH3:13])=[O:11])[CH:8]=2)[CH:3]=[CH:2]1. The yield is 0.950. (6) The reactants are O1[C:5]2([CH2:10][CH2:9][N:8]([C:11]3[CH:12]=[CH:13][C:14]([CH3:33])=[C:15]([CH:32]=3)[C:16]([NH:18][C:19]3[C:29]([CH3:30])=[CH:28][C:22]([C:23]([O:25][CH2:26][CH3:27])=[O:24])=[CH:21][C:20]=3[CH3:31])=[O:17])[CH2:7][CH2:6]2)[O:4]CC1.Cl. The catalyst is CC(C)=O.O.[OH-].[Na+]. The product is [CH3:31][C:20]1[CH:21]=[C:22]([CH:28]=[C:29]([CH3:30])[C:19]=1[NH:18][C:16](=[O:17])[C:15]1[CH:32]=[C:11]([N:8]2[CH2:9][CH2:10][C:5](=[O:4])[CH2:6][CH2:7]2)[CH:12]=[CH:13][C:14]=1[CH3:33])[C:23]([O:25][CH2:26][CH3:27])=[O:24]. The yield is 0.610.